From a dataset of Catalyst prediction with 721,799 reactions and 888 catalyst types from USPTO. Predict which catalyst facilitates the given reaction. (1) Reactant: [OH:1][C:2]1[C:7]2[O:8][C:9]3[CH:14]=[CH:13][CH:12]=[CH:11][C:10]=3[C:6]=2[C:5]([CH:15]=[O:16])=[CH:4][CH:3]=1.C(=O)([O-])[O-].[K+].[K+].[CH2:23](Br)[C:24]1[CH:29]=[CH:28][CH:27]=[CH:26][CH:25]=1. Product: [CH2:23]([O:1][C:2]1[C:7]2[O:8][C:9]3[CH:14]=[CH:13][CH:12]=[CH:11][C:10]=3[C:6]=2[C:5]([CH:15]=[O:16])=[CH:4][CH:3]=1)[C:24]1[CH:29]=[CH:28][CH:27]=[CH:26][CH:25]=1. The catalyst class is: 18. (2) Reactant: [Br:1][C:2]1[C:3](=[O:16])[N:4]([C:10]2[CH:15]=[CH:14][CH:13]=[CH:12][CH:11]=2)[N:5]([CH3:9])[C:6]=1[CH2:7]Br.C[C:18]1[CH:23]=[CH:22][C:21](S(O)(=O)=O)=[CH:20][CH:19]=1.[C:28]1([C:34]2([C:40]([OH:42])=[O:41])[CH2:39][CH2:38][NH:37][CH2:36][CH2:35]2)[CH:33]=[CH:32][CH:31]=[CH:30][CH:29]=1.[C:43](=[O:46])([O-])[O-].[K+].[K+]. Product: [Br:1][C:2]1[C:3](=[O:16])[N:4]([C:10]2[CH:15]=[CH:14][CH:13]=[CH:12][CH:11]=2)[N:5]([CH3:9])[C:6]=1[CH2:7][O:41][C:40]([C:34]1([C:28]2[CH:29]=[CH:30][CH:31]=[CH:32][CH:33]=2)[CH2:35][CH2:36][N:37]([CH2:7][C:6]2[N:5]([CH3:9])[N:4]([C:18]3[CH:19]=[CH:20][CH:21]=[CH:22][CH:23]=3)[C:43](=[O:46])[C:2]=2[Br:1])[CH2:38][CH2:39]1)=[O:42]. The catalyst class is: 10. (3) Reactant: [CH:1]1([CH2:7][CH2:8][O:9][C:10]2[CH:11]=[CH:12][C:13]([CH:16]=O)=[N:14][CH:15]=2)[CH2:6][CH2:5][CH2:4][CH2:3][CH2:2]1.C(O)(=O)C.[N:22]1([C:28]([O:30][C:31]([CH3:34])([CH3:33])[CH3:32])=[O:29])[CH2:27][CH2:26][NH:25][CH2:24][CH2:23]1.[BH-](OC(C)=O)(OC(C)=O)OC(C)=O.[Na+]. Product: [CH:1]1([CH2:7][CH2:8][O:9][C:10]2[CH:11]=[CH:12][C:13]([CH2:16][N:25]3[CH2:24][CH2:23][N:22]([C:28]([O:30][C:31]([CH3:34])([CH3:33])[CH3:32])=[O:29])[CH2:27][CH2:26]3)=[N:14][CH:15]=2)[CH2:2][CH2:3][CH2:4][CH2:5][CH2:6]1. The catalyst class is: 4. (4) Reactant: [Br:1][C:2]1[CH:7]=[CH:6][N:5]=[C:4]([NH2:8])[CH:3]=1.[Cl:9]N1C(=O)CCC1=O.[OH-].[Na+]. Product: [Br:1][C:2]1[C:7]([Cl:9])=[CH:6][N:5]=[C:4]([NH2:8])[CH:3]=1. The catalyst class is: 9. (5) Reactant: Cl.[N+:2]([C:5]1[CH:12]=[CH:11][CH:10]=[CH:9][C:6]=1[CH2:7][NH2:8])([O-:4])=[O:3].[OH:13][CH:14]([C:19]1[CH:24]=[CH:23][CH:22]=[CH:21][CH:20]=1)[CH2:15][C:16](O)=[O:17].C(N(CC)CC)C.[Cl-].COC1N=C(OC)N=C([N+]2(C)CCOCC2)N=1.O.Cl. Product: [OH:13][CH:14]([C:19]1[CH:24]=[CH:23][CH:22]=[CH:21][CH:20]=1)[CH2:15][C:16]([NH:8][CH2:7][C:6]1[CH:9]=[CH:10][CH:11]=[CH:12][C:5]=1[N+:2]([O-:4])=[O:3])=[O:17]. The catalyst class is: 7. (6) Reactant: [NH:1]1[CH2:5][CH2:4][CH2:3][CH2:2]1.[CH2:6]([O:13][N:14]1[C:19](=[O:20])[C:18]2[CH:21]=[C:22]([F:26])[C:23](Cl)=[N:24][C:17]=2[N:16]([C:27]2[CH:32]=[CH:31][C:30]([CH3:33])=[CH:29][CH:28]=2)[C:15]1=[O:34])[C:7]1[CH:12]=[CH:11][CH:10]=[CH:9][CH:8]=1.C(N(CC)CC)C. Product: [CH2:6]([O:13][N:14]1[C:19](=[O:20])[C:18]2[CH:21]=[C:22]([F:26])[C:23]([N:1]3[CH2:5][CH2:4][CH2:3][CH2:2]3)=[N:24][C:17]=2[N:16]([C:27]2[CH:28]=[CH:29][C:30]([CH3:33])=[CH:31][CH:32]=2)[C:15]1=[O:34])[C:7]1[CH:12]=[CH:11][CH:10]=[CH:9][CH:8]=1. The catalyst class is: 10.